This data is from Reaction yield outcomes from USPTO patents with 853,638 reactions. The task is: Predict the reaction yield, written as a fraction of the theoretical maximum amount of product (1.0 means a 100% yield; for example, 0.34 means a 34% yield). (1) The reactants are C([NH:6][C:7]1[CH:12]=[CH:11][C:10]([N+:13]([O-:15])=[O:14])=[CH:9][C:8]=1[C:16]#[C:17][C:18]([CH3:24])(C)[C:19](OC)=O)(=O)CCC.CCCC[N+](CCCC)(CCCC)CCCC.[F-]. The catalyst is CN(C=O)C. The product is [CH:18]([C:17]1[NH:6][C:7]2[C:8]([CH:16]=1)=[CH:9][C:10]([N+:13]([O-:15])=[O:14])=[CH:11][CH:12]=2)([CH3:24])[CH3:19]. The yield is 0.330. (2) The reactants are [CH3:1][O:2][C:3](=O)[C:4]1[CH:9]=[C:8]([Br:10])[CH:7]=[N:6][CH:5]=1.ICC. No catalyst specified. The product is [Br:10][C:8]1[CH:7]=[N:6][CH:5]=[C:4]([CH2:3][O:2][CH3:1])[CH:9]=1. The yield is 0.890. (3) The reactants are [C:1](O)(=O)[CH2:2][C:3]([OH:5])=[O:4].N1[CH2:13][CH2:12][CH2:11][CH2:10][CH2:9]1.C1(C=O)CCCC1.Cl. The catalyst is N1C=CC=CC=1. The product is [CH:9]1(/[CH:1]=[CH:2]/[C:3]([OH:5])=[O:4])[CH2:13][CH2:12][CH2:11][CH2:10]1. The yield is 0.770. (4) The reactants are Cl.O.[NH2:3]N.Cl.[CH2:6]([O:8][C:9](=[O:22])[C:10](=[CH:18][N:19](C)C)[C:11](=O)[C:12]([O:14][CH2:15][CH3:16])=[O:13])[CH3:7]. The catalyst is C(O)C. The product is [CH2:15]([O:14][C:12]([C:11]1[NH:3][N:19]=[CH:18][C:10]=1[C:9]([O:8][CH2:6][CH3:7])=[O:22])=[O:13])[CH3:16]. The yield is 0.310. (5) The reactants are [CH2:1]([N:3]([C:11]([CH3:15])([CH3:14])[CH2:12][OH:13])[C:4](=[O:10])[O:5][C:6]([CH3:9])([CH3:8])[CH3:7])C.[CH3:16]C(OI1(OC(C)=O)(OC(C)=O)OC(=O)C2C=CC=CC1=2)=O.C(=O)([O-])O.[Na+].S([O-])([O-])(=O)=S.[Na+].[Na+]. The catalyst is C(Cl)Cl. The product is [CH3:1][N:3]([C:11]([CH2:15][CH3:16])([CH3:14])[CH:12]=[O:13])[C:4](=[O:10])[O:5][C:6]([CH3:9])([CH3:8])[CH3:7]. The yield is 0.710. (6) No catalyst specified. The yield is 0.190. The product is [OH:17][C:18]1[CH:19]=[C:20]([CH2:21][CH2:22][C:23]([NH:1][C:2]2[CH:7]=[CH:6][CH:5]=[CH:4][C:3]=2[C:8]2[NH:9][C:10]3[C:15]([CH:16]=2)=[CH:14][CH:13]=[CH:12][CH:11]=3)=[O:24])[CH:26]=[CH:27][C:28]=1[OH:29]. The reactants are [NH2:1][C:2]1[CH:7]=[CH:6][CH:5]=[CH:4][C:3]=1[C:8]1[NH:9][C:10]2[C:15]([CH:16]=1)=[CH:14][CH:13]=[CH:12][CH:11]=2.[OH:17][C:18]1[CH:19]=[C:20]([CH:26]=[CH:27][C:28]=1[OH:29])[CH2:21][CH2:22][C:23](O)=[O:24]. (7) The reactants are COC1C=CC(C[NH:8][C:9]2[CH:14]=[CH:13][CH:12]=[C:11]([C:15]3[CH:20]=[CH:19][CH:18]=[CH:17][N:16]=3)[N:10]=2)=CC=1.ClCCl. The catalyst is FC(F)(F)C(O)=O.CO. The product is [N:10]1[C:9]([NH2:8])=[CH:14][CH:13]=[CH:12][C:11]=1[C:15]1[CH:20]=[CH:19][CH:18]=[CH:17][N:16]=1. The yield is 0.790. (8) The reactants are Cl.[CH:2]1([C@@H:5]([NH:16][S@@](C(C)(C)C)=O)[CH2:6][C:7](=[O:15])[C:8](=[N+:13]=[N-:14])[C:9]([O:11][CH3:12])=[O:10])[CH2:4][CH2:3]1.[OH-].[Na+].[CH3:25][C:26]([O:29][C:30](O[C:30]([O:29][C:26]([CH3:28])([CH3:27])[CH3:25])=[O:31])=[O:31])([CH3:28])[CH3:27]. The yield is 0.960. The catalyst is O1CCOCC1.CO.CCOC(C)=O.O. The product is [C:26]([O:29][C:30]([NH:16][C@H:5]([CH:2]1[CH2:3][CH2:4]1)[CH2:6][C:7](=[O:15])[C:8](=[N+:13]=[N-:14])[C:9]([O:11][CH3:12])=[O:10])=[O:31])([CH3:28])([CH3:27])[CH3:25].